This data is from Reaction yield outcomes from USPTO patents with 853,638 reactions. The task is: Predict the reaction yield, written as a fraction of the theoretical maximum amount of product (1.0 means a 100% yield; for example, 0.34 means a 34% yield). (1) The reactants are [CH3:1][C:2]([OH:7])([CH3:6])[C:3](=[O:5])[CH3:4].[Br-:8].[Br-:9].[Br-].[NH+]1C=CC=CC=1.[NH+]1C=CC=CC=1.[NH+]1C=CC=CC=1. The catalyst is ClCCl. The product is [Br:8][CH:4]([Br:9])[C:3](=[O:5])[C:2]([OH:7])([CH3:6])[CH3:1]. The yield is 0.310. (2) The reactants are FC1C=C2C(C(C3C=CC(N4CCC(N)CC4)=NC=3)=CN2)=CC=1.[F:24][C:25]1[CH:33]=[C:32]2[C:28]([C:29]([C:41]3[CH:42]=[C:43]4[NH:49][C:48](=[O:50])[CH2:47][C:44]4=[N:45][CH:46]=3)=[CH:30][N:31]2C(OC(C)(C)C)=O)=[CH:27][CH:26]=1. No catalyst specified. The product is [F:24][C:25]1[CH:33]=[C:32]2[C:28]([C:29]([C:41]3[CH:42]=[C:43]4[NH:49][C:48](=[O:50])[CH2:47][C:44]4=[N:45][CH:46]=3)=[CH:30][NH:31]2)=[CH:27][CH:26]=1. The yield is 0.140. (3) No catalyst specified. The yield is 1.00. The product is [N:20]1[CH:25]=[CH:24][CH:23]=[C:22]([CH:26]=[CH:27][CH2:28][C:29]([OH:31])=[O:30])[CH:21]=1. The reactants are [H-].C[C@H]1C[C@]23[C@@H]4CCCN2CCC[C@@H]3C(=O)C[C@@H]4C1.[N:20]1[CH:25]=[CH:24][CH:23]=[C:22]([CH:26]=[CH:27][CH2:28][C:29]([O:31]CC)=[O:30])[CH:21]=1. (4) The reactants are [Cl:1][C:2]1[CH:3]=[N+:4]([O-:34])[CH:5]=[C:6]([Cl:33])[C:7]=1[CH2:8][C@@H:9]([C:18]1[CH:23]=[CH:22][C:21]([O:24][CH:25]([F:27])[F:26])=[C:20]([O:28][CH2:29][CH:30]2[CH2:32][CH2:31]2)[CH:19]=1)[O:10][C:11]([CH:13]1[NH:17][CH2:16][CH2:15][S:14]1)=[O:12].Cl[S:36]([C:39]1[CH:40]=[CH:41][C:42]([O:48][CH3:49])=[C:43]([CH:47]=1)[C:44]([OH:46])=[O:45])(=[O:38])=[O:37]. The catalyst is N1C=CC=CC=1. The product is [C:44]([C:43]1[CH:47]=[C:39]([S:36]([N:17]2[CH2:16][CH2:15][S:14][CH:13]2[C:11]([O:10][C@H:9]([C:18]2[CH:23]=[CH:22][C:21]([O:24][CH:25]([F:27])[F:26])=[C:20]([O:28][CH2:29][CH:30]3[CH2:32][CH2:31]3)[CH:19]=2)[CH2:8][C:7]2[C:6]([Cl:33])=[CH:5][N+:4]([O-:34])=[CH:3][C:2]=2[Cl:1])=[O:12])(=[O:37])=[O:38])[CH:40]=[CH:41][C:42]=1[O:48][CH3:49])([OH:46])=[O:45]. The yield is 0.830. (5) The catalyst is C1C=CC=CC=1. The product is [CH2:28]([C:5]1[C:4]2[C:8](=[CH:9][CH:10]=[C:2]([N:1]=[C:49]=[S:50])[CH:3]=2)[NH:7][C:6]=1[C:11]([NH:13][CH2:14][CH2:15][C:16]1[CH:21]=[CH:20][C:19]([N:22]2[CH2:27][CH2:26][CH2:25][CH2:24][CH2:23]2)=[CH:18][CH:17]=1)=[O:12])[CH3:29]. The yield is 0.535. The reactants are [NH2:1][C:2]1[CH:3]=[C:4]2[C:8](=[CH:9][CH:10]=1)[NH:7][C:6]([C:11]([NH:13][CH2:14][CH2:15][C:16]1[CH:21]=[CH:20][C:19]([N:22]3[CH2:27][CH2:26][CH2:25][CH2:24][CH2:23]3)=[CH:18][CH:17]=1)=[O:12])=[C:5]2[CH2:28][CH3:29].C1(P(C2C=CC=CC=2)C2C=CC=CC=2)C=CC=CC=1.[C:49](=S)=[S:50]. (6) The reactants are C([Li])(C)(C)C.[CH2:6]([O:13][C:14]1[CH:19]=[CH:18][C:17](Br)=[CH:16][CH:15]=1)[C:7]1[CH:12]=[CH:11][CH:10]=[CH:9][CH:8]=1.[F:21][C:22]1[C:30]([F:31])=[CH:29][CH:28]=[CH:27][C:23]=1[C:24](Cl)=[O:25].O. The catalyst is C1COCC1. The product is [CH2:6]([O:13][C:14]1[CH:19]=[CH:18][C:17]([C:24]([C:23]2[CH:27]=[CH:28][CH:29]=[C:30]([F:31])[C:22]=2[F:21])=[O:25])=[CH:16][CH:15]=1)[C:7]1[CH:12]=[CH:11][CH:10]=[CH:9][CH:8]=1. The yield is 0.520. (7) The reactants are O.C(O)(C(F)(F)F)=O.[Cl:9][C:10]1[CH:11]=[C:12]([CH:23]=[C:24]([Cl:50])[C:25]=1[CH2:26][C@@H:27]1[CH2:31][CH2:30][N:29]([N:32]2[CH2:37][CH2:36][CH:35]([O:38][Si](C(C)C)(C(C)C)C(C)C)[CH2:34][CH2:33]2)[C:28]1=[O:49])[O:13][C:14]1[CH:22]=[CH:21][C:17]([C:18]([NH2:20])=[O:19])=[CH:16][CH:15]=1.C(OCC)(=O)C. The catalyst is C1COCC1. The product is [Cl:9][C:10]1[CH:11]=[C:12]([CH:23]=[C:24]([Cl:50])[C:25]=1[CH2:26][C@@H:27]1[CH2:31][CH2:30][N:29]([N:32]2[CH2:37][CH2:36][CH:35]([OH:38])[CH2:34][CH2:33]2)[C:28]1=[O:49])[O:13][C:14]1[CH:22]=[CH:21][C:17]([C:18]([NH2:20])=[O:19])=[CH:16][CH:15]=1. The yield is 1.00. (8) The reactants are [Br:1][C:2]1[C:14](=[O:15])[N:13]([CH:16]2[CH2:20][CH2:19][CH2:18][CH2:17]2)[C:5]2[N:6]=[C:7](S(C)=O)[N:8]=[CH:9][C:4]=2[C:3]=1[CH3:21].[CH3:22][O:23][CH2:24][CH2:25][N:26]([CH2:34][CH2:35][O:36][CH3:37])[C:27]1[CH:28]=[CH:29][C:30]([NH2:33])=[N:31][CH:32]=1. The catalyst is C1(C)C=CC=CC=1. The product is [CH3:37][O:36][CH2:35][CH2:34][N:26]([CH2:25][CH2:24][O:23][CH3:22])[C:27]1[CH:28]=[CH:29][C:30]([NH:33][C:7]2[N:8]=[CH:9][C:4]3[C:3]([CH3:21])=[C:2]([Br:1])[C:14](=[O:15])[N:13]([CH:16]4[CH2:20][CH2:19][CH2:18][CH2:17]4)[C:5]=3[N:6]=2)=[N:31][CH:32]=1. The yield is 0.850. (9) The catalyst is CCO.COCCOC.C1C=CC([P]([Pd]([P](C2C=CC=CC=2)(C2C=CC=CC=2)C2C=CC=CC=2)([P](C2C=CC=CC=2)(C2C=CC=CC=2)C2C=CC=CC=2)[P](C2C=CC=CC=2)(C2C=CC=CC=2)C2C=CC=CC=2)(C2C=CC=CC=2)C2C=CC=CC=2)=CC=1. The product is [NH2:36][C:34]1[N:33]=[CH:32][N:31]=[C:30]2[N:29]([CH:37]([CH3:39])[CH3:38])[N:28]=[C:27]([C:9]3[CH:10]=[C:11]4[C:15](=[CH:16][CH:17]=3)[N:14]([C:18]([O:20][C:21]([CH3:22])([CH3:23])[CH3:24])=[O:19])[CH:13]=[CH:12]4)[C:35]=12. The yield is 0.0900. The reactants are CC1(C)C(C)(C)OB([C:9]2[CH:10]=[C:11]3[C:15](=[CH:16][CH:17]=2)[N:14]([C:18]([O:20][C:21]([CH3:24])([CH3:23])[CH3:22])=[O:19])[CH:13]=[CH:12]3)O1.I[C:27]1[C:35]2[C:30](=[N:31][CH:32]=[N:33][C:34]=2[NH2:36])[N:29]([CH:37]([CH3:39])[CH3:38])[N:28]=1.C([O-])([O-])=O.[Na+].[Na+]. (10) The reactants are [F:1][C:2]1[CH:9]=[CH:8][C:5]([CH:6]=O)=[CH:4][CH:3]=1.Cl.[NH2:11][OH:12].[OH-].[Na+]. The catalyst is O. The product is [F:1][C:2]1[CH:9]=[CH:8][C:5](/[CH:6]=[N:11]\[OH:12])=[CH:4][CH:3]=1. The yield is 0.950.